Predict the product of the given reaction. From a dataset of Forward reaction prediction with 1.9M reactions from USPTO patents (1976-2016). (1) Given the reactants CN(C)[CH:3]=[C:4]([CH3:12])[C:5]([C:7]1[S:8][CH:9]=[CH:10][CH:11]=1)=O.[NH2:14][C:15]([NH2:17])=[S:16].[CH3:18]C(C)([O-])C.[K+].IC, predict the reaction product. The product is: [CH3:12][C:4]1[C:5]([C:7]2[S:8][CH:9]=[CH:10][CH:11]=2)=[N:14][C:15]([S:16][CH3:18])=[N:17][CH:3]=1. (2) Given the reactants [O:1]1[CH:6]2[CH:2]1[CH2:3][N:4]([C:7]([O:9][CH2:10][C:11]1[CH:16]=[CH:15][CH:14]=[CH:13][CH:12]=1)=[O:8])[CH2:5]2.CSC.[CH3:20][CH2:21][CH:22]([Mg]Br)[CH2:23][CH3:24], predict the reaction product. The product is: [OH:1][C@H:6]1[C@H:2]([CH:22]([CH2:23][CH3:24])[CH2:21][CH3:20])[CH2:3][N:4]([C:7]([O:9][CH2:10][C:11]2[CH:16]=[CH:15][CH:14]=[CH:13][CH:12]=2)=[O:8])[CH2:5]1. (3) Given the reactants Br[C:2]1[CH:7]=[C:6]([Cl:8])[CH:5]=[CH:4][C:3]=1[O:9][CH3:10].[Mg].[Cl:12][C:13]1[C:17](=[O:18])[N:16]([C:19]2[CH:24]=[CH:23][CH:22]=[CH:21][CH:20]=2)[N:15]([CH3:25])[C:14]=1[CH:26]([N:28]1[CH2:33][CH2:32][C:31](=[O:34])[CH2:30][CH2:29]1)[CH3:27], predict the reaction product. The product is: [Cl:12][C:13]1[C:17](=[O:18])[N:16]([C:19]2[CH:24]=[CH:23][CH:22]=[CH:21][CH:20]=2)[N:15]([CH3:25])[C:14]=1[CH:26]([N:28]1[CH2:33][CH2:32][C:31]([C:2]2[CH:7]=[C:6]([Cl:8])[CH:5]=[CH:4][C:3]=2[O:9][CH3:10])([OH:34])[CH2:30][CH2:29]1)[CH3:27]. (4) Given the reactants [OH:1][C:2]1[C:11]([C:12]2[CH:17]=[CH:16][CH:15]=[CH:14][CH:13]=2)=[CH:10][C:9]2[N:8]=[CH:7][C:6]([C:18]3[CH:23]=[CH:22][CH:21]=[CH:20][CH:19]=3)=[N:5][C:4]=2[C:3]=1[C:24](O)=[O:25].Cl.C([NH:30][CH2:31][C:32]([OH:34])=[O:33])C.[CH2:35](N(CC)CC)[CH3:36].C1CN([P+](ON2N=NC3C=CC=CC2=3)(N2CCCC2)N2CCCC2)CC1.F[P-](F)(F)(F)(F)F, predict the reaction product. The product is: [OH:1][C:2]1[C:3]([C:24]([NH:30][CH2:31][C:32]([O:34][CH2:35][CH3:36])=[O:33])=[O:25])=[C:4]2[C:9](=[CH:10][C:11]=1[C:12]1[CH:17]=[CH:16][CH:15]=[CH:14][CH:13]=1)[N:8]=[CH:7][C:6]([C:18]1[CH:19]=[CH:20][CH:21]=[CH:22][CH:23]=1)=[N:5]2. (5) Given the reactants O[CH2:2][C:3]1[CH:8]=[CH:7][C:6]([OH:9])=[CH:5][CH:4]=1.Br[CH2:11][C:12]([O:14][C:15]([CH3:18])([CH3:17])[CH3:16])=[O:13].C(=O)([O-])[O-].[K+].[K+].[N-:25]=[N+:26]=[N-:27].[Na+], predict the reaction product. The product is: [C:15]([O:14][C:12](=[O:13])[CH2:11][O:9][C:6]1[CH:7]=[CH:8][C:3]([CH2:2][N:25]=[N+:26]=[N-:27])=[CH:4][CH:5]=1)([CH3:18])([CH3:17])[CH3:16]. (6) Given the reactants [H-].[Na+].CN(C)C=O.[CH2:8]([O:11][C:12]1[C:24]2[C:23]3[C:18](=[CH:19][CH:20]=[CH:21][CH:22]=3)[NH:17][C:16]=2[CH:15]=[CH:14][CH:13]=1)[CH:9]=[CH2:10].Cl[CH2:26][C:27]1[CH:46]=[CH:45][C:30]([O:31][CH2:32][C:33]2[N:34]=[C:35]([C:39]3[CH:44]=[CH:43][CH:42]=[CH:41][CH:40]=3)[O:36][C:37]=2[CH3:38])=[C:29]([O:47][CH3:48])[CH:28]=1, predict the reaction product. The product is: [CH3:38][C:37]1[O:36][C:35]([C:39]2[CH:40]=[CH:41][CH:42]=[CH:43][CH:44]=2)=[N:34][C:33]=1[CH2:32][O:31][C:30]1[CH:45]=[CH:46][C:27]([CH2:26][N:17]2[C:16]3[CH:15]=[CH:14][CH:13]=[C:12]([O:11][CH2:8][CH:9]=[CH2:10])[C:24]=3[C:23]3[C:18]2=[CH:19][CH:20]=[CH:21][CH:22]=3)=[CH:28][C:29]=1[O:47][CH3:48].